Dataset: Catalyst prediction with 721,799 reactions and 888 catalyst types from USPTO. Task: Predict which catalyst facilitates the given reaction. (1) Reactant: [N:1]([C:4]1[CH:9]=[C:8]([F:10])[CH:7]=[CH:6][C:5]=1[Br:11])=[N+:2]=[N-:3].[CH3:12][Si:13]([C:16]#[CH:17])([CH3:15])[CH3:14]. Product: [Br:11][C:5]1[CH:6]=[CH:7][C:8]([F:10])=[CH:9][C:4]=1[N:1]1[CH:17]=[C:16]([Si:13]([CH3:15])([CH3:14])[CH3:12])[N:3]=[N:2]1. The catalyst class is: 11. (2) Reactant: [NH3:1].C(=O)=O.CC(C)=O.[N:9]1([CH2:15][CH2:16][CH2:17][S:18](Cl)(=[O:20])=[O:19])[CH2:14][CH2:13][O:12][CH2:11][CH2:10]1. Product: [N:9]1([CH2:15][CH2:16][CH2:17][S:18]([NH2:1])(=[O:20])=[O:19])[CH2:14][CH2:13][O:12][CH2:11][CH2:10]1. The catalyst class is: 4. (3) Reactant: [NH2:1][CH:2]1[CH:6]([OH:7])[CH2:5][N:4]([C:8]([O:10][C:11]([CH3:14])([CH3:13])[CH3:12])=[O:9])[CH2:3]1.[C:15](Cl)(=[O:17])[CH3:16]. Product: [C:15]([NH:1][CH:2]1[CH:6]([OH:7])[CH2:5][N:4]([C:8]([O:10][C:11]([CH3:14])([CH3:13])[CH3:12])=[O:9])[CH2:3]1)(=[O:17])[CH3:16]. The catalyst class is: 2. (4) Reactant: Cl.CC1(C)[O:7][C@@H:6]2[CH2:8][CH2:9][CH2:10][C@@H:11]([NH:12][CH:13]3[CH2:18][CH2:17][N:16]([C:19]4[S:20][CH:21]=[C:22]([C:24]5[CH:33]=[CH:32][C:31]6[C:30]([CH3:35])([CH3:34])[CH2:29][CH2:28][C:27]([CH3:37])([CH3:36])[C:26]=6[CH:25]=5)[N:23]=4)[CH2:15][CH2:14]3)[C@@H:5]2[O:4]1. Product: [CH3:34][C:30]1([CH3:35])[CH2:29][CH2:28][C:27]([CH3:36])([CH3:37])[C:26]2[CH:25]=[C:24]([C:22]3[N:23]=[C:19]([N:16]4[CH2:17][CH2:18][CH:13]([NH:12][C@@H:11]5[CH2:10][CH2:9][CH2:8][C@@H:6]([OH:7])[C@H:5]5[OH:4])[CH2:14][CH2:15]4)[S:20][CH:21]=3)[CH:33]=[CH:32][C:31]1=2. The catalyst class is: 5.